This data is from Reaction yield outcomes from USPTO patents with 853,638 reactions. The task is: Predict the reaction yield, written as a fraction of the theoretical maximum amount of product (1.0 means a 100% yield; for example, 0.34 means a 34% yield). (1) The reactants are [Cl:1][C:2]1[CH:3]=[C:4]([NH:9][C:10](=[O:12])[CH3:11])[CH:5]=[C:6]([CH3:8])[CH:7]=1.[C:13](Cl)(=[O:15])[CH3:14].[Cl-].[Al+3].[Cl-].[Cl-]. The catalyst is C(=S)=S. The product is [C:13]([C:7]1[C:6]([CH3:8])=[CH:5][C:4]([NH:9][C:10](=[O:12])[CH3:11])=[CH:3][C:2]=1[Cl:1])(=[O:15])[CH3:14]. The yield is 0.850. (2) The reactants are [NH2:1][C:2]1[CH:3]=[CH:4][C:5]([O:33][C:34]2[CH:39]=[CH:38][C:37]([F:40])=[CH:36][C:35]=2[F:41])=[C:6]([C:8]2[C:16]3[C:11](=[C:12]([O:30][CH3:31])[N:13]=[C:14]([CH:17]4[CH2:22][CH2:21][N:20]([C:23]([O:25][C:26]([CH3:29])([CH3:28])[CH3:27])=[O:24])[CH2:19][CH2:18]4)[CH:15]=3)[N:10]([CH3:32])[CH:9]=2)[CH:7]=1.C(N(C(C)C)C(C)C)C.[CH2:51]([S:53](Cl)(=[O:55])=[O:54])[CH3:52].[OH-].[Na+]. The catalyst is ClCCl. The product is [F:41][C:35]1[CH:36]=[C:37]([F:40])[CH:38]=[CH:39][C:34]=1[O:33][C:5]1[CH:4]=[CH:3][C:2]([NH:1][S:53]([CH2:51][CH3:52])(=[O:55])=[O:54])=[CH:7][C:6]=1[C:8]1[C:16]2[C:11](=[C:12]([O:30][CH3:31])[N:13]=[C:14]([CH:17]3[CH2:22][CH2:21][N:20]([C:23]([O:25][C:26]([CH3:27])([CH3:28])[CH3:29])=[O:24])[CH2:19][CH2:18]3)[CH:15]=2)[N:10]([CH3:32])[CH:9]=1. The yield is 0.461. (3) The reactants are [CH3:1][N:2]([C:9]1[S:13][C:12]([C:14]2[CH:15]=[N:16][CH:17]=[CH:18][CH:19]=2)=[N:11][C:10]=1[CH3:20])[C:3](=[O:8])[CH2:4][CH2:5][S:6][CH3:7].B1([O-])OO1.[OH2:25].[OH2:26].O.O.[Na+].C([O-])(O)=O.[Na+].ClCCl. The catalyst is C(O)(=O)C. The product is [CH3:7][S:6]([CH2:5][CH2:4][C:3]([N:2]([CH3:1])[C:9]1[S:13][C:12]([C:14]2[CH:15]=[N:16][CH:17]=[CH:18][CH:19]=2)=[N:11][C:10]=1[CH3:20])=[O:8])(=[O:26])=[O:25]. The yield is 0.650. (4) The catalyst is C(Cl)Cl.O1CCOCC1. The yield is 0.810. The product is [C:18]([O:6][C:5](=[O:7])[C:4]1[CH:3]=[C:2]([F:1])[CH:10]=[C:9]([F:11])[CH:8]=1)([CH3:20])([CH3:19])[CH3:17]. The reactants are [F:1][C:2]1[CH:3]=[C:4]([CH:8]=[C:9]([F:11])[CH:10]=1)[C:5]([OH:7])=[O:6].S(=O)(=O)(O)O.[CH2:17]=[C:18]([CH3:20])[CH3:19]. (5) The reactants are [CH2:1]([O:3][C:4](=[O:32])[C:5]([O:8][C:9]1[CH:14]=[CH:13][C:12]([O:15][CH2:16][CH2:17][C:18]2[N:19]=[C:20]([C:24]3[CH:29]=[CH:28][CH:27]=[CH:26][CH:25]=3)[O:21][C:22]=2[CH3:23])=[CH:11][C:10]=1[CH2:30][OH:31])([CH3:7])[CH3:6])[CH3:2].[CH3:33]I.[H-].[Na+].S(=O)(=O)(O)O. The catalyst is [Cl-].[Na+].O.CCOC(C)=O.CN(C=O)C. The product is [CH2:1]([O:3][C:4](=[O:32])[C:5]([O:8][C:9]1[CH:14]=[CH:13][C:12]([O:15][CH2:16][CH2:17][C:18]2[N:19]=[C:20]([C:24]3[CH:29]=[CH:28][CH:27]=[CH:26][CH:25]=3)[O:21][C:22]=2[CH3:23])=[CH:11][C:10]=1[CH2:30][O:31][CH3:33])([CH3:7])[CH3:6])[CH3:2]. The yield is 0.510. (6) The reactants are [O-]P([O-])([O-])=O.[K+].[K+].[K+].CNC1CCCCC1NC.Br[C:20]1[CH:31]=[CH:30][C:23]([O:24][CH2:25][C:26]([CH3:29])([OH:28])[CH3:27])=[C:22]([O:32][CH3:33])[CH:21]=1.[CH2:34]([O:41][C:42]1[CH:47]=[CH:46][NH:45][C:44](=[O:48])[CH:43]=1)[C:35]1[CH:40]=[CH:39][CH:38]=[CH:37][CH:36]=1. The yield is 0.743. The catalyst is O1CCOCC1.[Cu]I. The product is [CH2:34]([O:41][C:42]1[CH:47]=[CH:46][N:45]([C:20]2[CH:31]=[CH:30][C:23]([O:24][CH2:25][C:26]([OH:28])([CH3:29])[CH3:27])=[C:22]([O:32][CH3:33])[CH:21]=2)[C:44](=[O:48])[CH:43]=1)[C:35]1[CH:36]=[CH:37][CH:38]=[CH:39][CH:40]=1.